From a dataset of Full USPTO retrosynthesis dataset with 1.9M reactions from patents (1976-2016). Predict the reactants needed to synthesize the given product. (1) Given the product [Br:3][C:4]1[C:9]([O:10][CH:12]([CH3:14])[CH3:13])=[CH:8][CH:7]=[CH:6][N:5]=1, predict the reactants needed to synthesize it. The reactants are: [H-].[Na+].[Br:3][C:4]1[C:9]([OH:10])=[CH:8][CH:7]=[CH:6][N:5]=1.Br[CH:12]([CH3:14])[CH3:13].O. (2) Given the product [Br:1][C:2]1[CH:3]=[C:4]([C:8]([NH:10][CH:11]2[CH2:16][CH2:15][N:14]([C:17]3[N:22]=[C:21]([S:23][CH3:24])[N:20]=[C:19]([C:25]([NH2:28])=[O:26])[CH:18]=3)[CH2:13][CH2:12]2)=[O:9])[NH:5][C:6]=1[CH3:7], predict the reactants needed to synthesize it. The reactants are: [Br:1][C:2]1[CH:3]=[C:4]([C:8]([NH:10][CH:11]2[CH2:16][CH2:15][N:14]([C:17]3[N:22]=[C:21]([S:23][CH3:24])[N:20]=[C:19]([C:25](O)=[O:26])[CH:18]=3)[CH2:13][CH2:12]2)=[O:9])[NH:5][C:6]=1[CH3:7].[NH3:28].